From a dataset of Choline transporter screen with 302,306 compounds. Binary Classification. Given a drug SMILES string, predict its activity (active/inactive) in a high-throughput screening assay against a specified biological target. (1) The compound is Clc1cc2c(c(CN3CCOCC3)c(=O)[nH]c2cc1)c1ccccc1. The result is 0 (inactive). (2) The molecule is o1c2c(c(c(CC(=O)NC(C(CC)C)C(O)=O)c1=O)C)cc1c(occ1C)c2C. The result is 0 (inactive).